From a dataset of Full USPTO retrosynthesis dataset with 1.9M reactions from patents (1976-2016). Predict the reactants needed to synthesize the given product. (1) The reactants are: C[C@@H](N)C1C=CC=CC=1.[OH:10][C:11]1[CH:16]=[CH:15][C:14]([C@H:17]([C:22]#[C:23][CH3:24])[CH2:18][C:19]([OH:21])=[O:20])=[CH:13][CH:12]=1.S([O-])(O)(=O)=O.[K+]. Given the product [OH:10][C:11]1[CH:12]=[CH:13][C:14]([C@H:17]([C:22]#[C:23][CH3:24])[CH2:18][C:19]([OH:21])=[O:20])=[CH:15][CH:16]=1, predict the reactants needed to synthesize it. (2) Given the product [F:25][C:26]1[CH:27]=[CH:28][C:29]([C:32]2[C:40]3[C:35](=[CH:36][CH:37]=[C:38]([NH:41][C:90]([C:64]4([N:63]([CH:61]=[O:62])[CH3:93])[CH2:68][CH2:67][N:66]([CH2:69][C:70](=[O:89])[N:71]5[CH2:72][CH:73]=[C:74]([C:77]6[CH:78]=[CH:79][C:80]([C:83]7[N:88]=[CH:87][CH:86]=[CH:85][N:84]=7)=[CH:81][CH:82]=6)[CH2:75][CH2:76]5)[CH2:65]4)=[O:91])[CH:39]=3)[N:34]([C:42]([C:49]3[CH:50]=[CH:51][CH:52]=[CH:53][CH:54]=3)([C:55]3[CH:56]=[CH:57][CH:58]=[CH:59][CH:60]=3)[C:43]3[CH:48]=[CH:47][CH:46]=[CH:45][CH:44]=3)[N:33]=2)=[CH:30][CH:31]=1, predict the reactants needed to synthesize it. The reactants are: CCN=C=NCCCN(C)C.Cl.Cl.C1C=CC2N(O)N=NC=2C=1.O.[F:25][C:26]1[CH:31]=[CH:30][C:29]([C:32]2[C:40]3[C:35](=[CH:36][CH:37]=[C:38]([NH2:41])[CH:39]=3)[N:34]([C:42]([C:55]3[CH:60]=[CH:59][CH:58]=[CH:57][CH:56]=3)([C:49]3[CH:54]=[CH:53][CH:52]=[CH:51][CH:50]=3)[C:43]3[CH:48]=[CH:47][CH:46]=[CH:45][CH:44]=3)[N:33]=2)=[CH:28][CH:27]=1.[CH:61]([N:63]([CH3:93])[C:64]1([C:90](O)=[O:91])[CH2:68][CH2:67][N:66]([CH2:69][C:70](=[O:89])[N:71]2[CH2:76][CH:75]=[C:74]([C:77]3[CH:82]=[CH:81][C:80]([C:83]4[N:88]=[CH:87][CH:86]=[CH:85][N:84]=4)=[CH:79][CH:78]=3)[CH2:73][CH2:72]2)[CH2:65]1)=[O:62].[Li]. (3) Given the product [CH:17]1([N:16]2[C:15]3[C:14]4[CH:13]=[CH:12][CH:11]=[C:10]([O:22][CH3:23])[C:9]=4[N:8]=[CH:7][C:6]=3[C:4](=[O:5])[N:24]([C:27]3[CH:28]=[C:29]4[C:33](=[CH:34][CH:35]=3)[CH2:32][CH2:31][CH2:30]4)[C:25]2=[O:26])[CH2:21][CH2:20][CH2:19][CH2:18]1, predict the reactants needed to synthesize it. The reactants are: C(O[C:4]([C:6]1[CH:7]=[N:8][C:9]2[C:14]([C:15]=1[NH:16][CH:17]1[CH2:21][CH2:20][CH2:19][CH2:18]1)=[CH:13][CH:12]=[CH:11][C:10]=2[O:22][CH3:23])=[O:5])C.[N:24]([C:27]1[CH:28]=[C:29]2[C:33](=[CH:34][CH:35]=1)[CH2:32][CH2:31][CH2:30]2)=[C:25]=[O:26]. (4) The reactants are: [N:1]1[C:10]2[CH:9]([NH:11][CH2:12][CH2:13][CH2:14][CH2:15][N:16]3[C:24](=[O:25])[C:23]4[C:18](=[CH:19][CH:20]=[CH:21][CH:22]=4)[C:17]3=[O:26])[CH2:8][CH2:7][CH2:6][C:5]=2[CH:4]=[CH:3][CH:2]=1.Br[CH2:28][C:29]1[CH:34]=[CH:33][CH:32]=[C:31]([CH2:35][O:36][CH3:37])[N:30]=1.CCN(C(C)C)C(C)C. Given the product [CH3:37][O:36][CH2:35][C:31]1[N:30]=[C:29]([CH2:28][N:11]([CH:9]2[C:10]3[N:1]=[CH:2][CH:3]=[CH:4][C:5]=3[CH2:6][CH2:7][CH2:8]2)[CH2:12][CH2:13][CH2:14][CH2:15][N:16]2[C:24](=[O:25])[C:23]3[C:18](=[CH:19][CH:20]=[CH:21][CH:22]=3)[C:17]2=[O:26])[CH:34]=[CH:33][CH:32]=1, predict the reactants needed to synthesize it. (5) Given the product [C@@H:6]1([N:19]2[CH:27]=[N:26][C:25]3[C:20]2=[N:21][CH:22]=[N:23][C:24]=3[C:28]2[CH:32]=[CH:31][S:30][CH:29]=2)[O:7][C@H:8]([CH2:14][OH:15])[C@@H:9]([OH:10])[C@H:5]1[OH:4], predict the reactants needed to synthesize it. The reactants are: C([O:4][C@@H:5]1[C@H:9]([O:10]C(=O)C)[C@@H:8]([CH2:14][O:15]C(=O)C)[O:7][C@H:6]1[N:19]1[CH:27]=[N:26][C:25]2[C:20]1=[N:21][CH:22]=[N:23][C:24]=2[C:28]1[CH:32]=[CH:31][S:30][CH:29]=1)(=O)C.C[O-].[Na+]. (6) The reactants are: [NH2:1][C:2]1[C:7]([NH2:8])=[C:6]([C:9]2[CH:16]=[CH:15][C:12]([C:13]#[N:14])=[CH:11][CH:10]=2)[CH:5]=[CH:4][N:3]=1.[NH2:17][C:18]1[CH:19]=[C:20]([CH:24]=[CH:25][N:26]=1)[C:21](O)=O.[OH2:27]. Given the product [NH2:17][C:18]1[CH:19]=[C:20]([C:21]2[NH:1][C:2]3=[N:3][CH:4]=[CH:5][C:6]([C:9]4[CH:16]=[CH:15][C:12]([C:13]([NH2:14])=[O:27])=[CH:11][CH:10]=4)=[C:7]3[N:8]=2)[CH:24]=[CH:25][N:26]=1, predict the reactants needed to synthesize it. (7) Given the product [NH2:36][C:32]1[N:31]=[CH:30][N:29]=[C:28]2[C:33]=1[N:34]=[CH:35][N:27]2[C@H:19]1[C@@H:20]2[O:21][C:22]([CH3:26])([CH3:25])[O:23][C@@H:24]2[C@@H:17]([CH2:16][N:14]([CH3:15])[CH2:13][CH2:12][C@@H:11]([NH2:10])[CH:37]([CH3:38])[CH3:39])[O:18]1, predict the reactants needed to synthesize it. The reactants are: C(OC(=O)[NH:10][C@@H:11]([CH:37]([CH3:39])[CH3:38])[CH2:12][CH2:13][N:14]([CH2:16][C@@H:17]1[C@@H:24]2[C@@H:20]([O:21][C:22]([CH3:26])([CH3:25])[O:23]2)[C@H:19]([N:27]2[CH:35]=[N:34][C:33]3[C:28]2=[N:29][CH:30]=[N:31][C:32]=3[NH2:36])[O:18]1)[CH3:15])C1C=CC=CC=1. (8) The reactants are: [H-].[Na+].[Cl:3][C:4]1[CH:12]=[C:11]2[C:7]([C:8]([CH2:13][C:14]([O:16][CH2:17][CH3:18])=[O:15])=[N:9][NH:10]2)=[CH:6][CH:5]=1.I[CH3:20].O. Given the product [Cl:3][C:4]1[CH:12]=[C:11]2[C:7]([C:8]([CH2:13][C:14]([O:16][CH2:17][CH3:18])=[O:15])=[N:9][N:10]2[CH3:20])=[CH:6][CH:5]=1, predict the reactants needed to synthesize it. (9) Given the product [C:46]([OH:53])(=[O:52])/[CH:47]=[CH:48]/[C:49]([OH:51])=[O:50].[CH2:1]([N:3]1[C:7]2=[N:8][C:9]([CH2:44][CH3:45])=[C:10]([CH2:19][NH:20][C:21](=[O:43])[C:22]3[CH:27]=[CH:26][C:25]([NH:28][C:29](=[O:42])[CH2:30][CH2:31][CH2:32][CH2:33][CH2:34][CH2:35][CH2:36][N:37]([CH2:39][CH2:40][OH:41])[CH3:38])=[CH:24][CH:23]=3)[C:11]([NH:12][CH:13]3[CH2:14][CH2:15][O:16][CH2:17][CH2:18]3)=[C:6]2[CH:5]=[N:4]1)[CH3:2].[CH2:1]([N:3]1[C:7]2=[N:8][C:9]([CH2:44][CH3:45])=[C:10]([CH2:19][NH:20][C:21](=[O:43])[C:22]3[CH:27]=[CH:26][C:25]([NH:28][C:29](=[O:42])[CH2:30][CH2:31][CH2:32][CH2:33][CH2:34][CH2:35][CH2:36][N:37]([CH3:38])[CH2:39][CH2:40][OH:41])=[CH:24][CH:23]=3)[C:11]([NH:12][CH:13]3[CH2:14][CH2:15][O:16][CH2:17][CH2:18]3)=[C:6]2[CH:5]=[N:4]1)[CH3:2], predict the reactants needed to synthesize it. The reactants are: [CH2:1]([N:3]1[C:7]2=[N:8][C:9]([CH2:44][CH3:45])=[C:10]([CH2:19][NH:20][C:21](=[O:43])[C:22]3[CH:27]=[CH:26][C:25]([NH:28][C:29](=[O:42])[CH2:30][CH2:31][CH2:32][CH2:33][CH2:34][CH2:35][CH2:36][N:37]([CH2:39][CH2:40][OH:41])[CH3:38])=[CH:24][CH:23]=3)[C:11]([NH:12][CH:13]3[CH2:18][CH2:17][O:16][CH2:15][CH2:14]3)=[C:6]2[CH:5]=[N:4]1)[CH3:2].[C:46]([OH:53])(=[O:52])/[CH:47]=[CH:48]/[C:49]([OH:51])=[O:50].